From a dataset of Peptide-MHC class I binding affinity with 185,985 pairs from IEDB/IMGT. Regression. Given a peptide amino acid sequence and an MHC pseudo amino acid sequence, predict their binding affinity value. This is MHC class I binding data. (1) The peptide sequence is LTPFEKEFT. The MHC is HLA-A02:02 with pseudo-sequence HLA-A02:02. The binding affinity (normalized) is 0.101. (2) The peptide sequence is IEVKYSPMY. The MHC is HLA-B15:01 with pseudo-sequence HLA-B15:01. The binding affinity (normalized) is 0.501. (3) The peptide sequence is HPVGEADYF. The MHC is HLA-A29:02 with pseudo-sequence HLA-A29:02. The binding affinity (normalized) is 0. (4) The peptide sequence is LSVIWMMWYW. The MHC is HLA-A68:02 with pseudo-sequence HLA-A68:02. The binding affinity (normalized) is 0. (5) The peptide sequence is RIYSDPLALK. The MHC is HLA-A11:01 with pseudo-sequence HLA-A11:01. The binding affinity (normalized) is 0.637. (6) The peptide sequence is RTIISLNKYYN. The MHC is Mamu-A01 with pseudo-sequence Mamu-A01. The binding affinity (normalized) is 0.0179. (7) The peptide sequence is ATYTGVFDK. The MHC is HLA-B27:05 with pseudo-sequence HLA-B27:05. The binding affinity (normalized) is 0.0847.